From a dataset of Catalyst prediction with 721,799 reactions and 888 catalyst types from USPTO. Predict which catalyst facilitates the given reaction. (1) Reactant: [CH3:1][C:2]1[O:6][C:5]([C:7]2[CH:12]=[CH:11][CH:10]=[C:9]([C:13]3[S:14][CH:15]=[CH:16][CH:17]=3)[CH:8]=2)=[N:4][C:3]=1[CH2:18][CH2:19][O:20]S(C1C=CC(C)=CC=1)(=O)=O.C([O:33][C:34](=[O:49])[C:35]([CH3:48])([O:37][C:38]1[CH:43]=[CH:42][C:41]([C:44]([CH3:47])([CH3:46])[CH3:45])=[CH:40][CH:39]=1)[CH3:36])C. Product: [CH3:48][C:35]([O:37][C:38]1[CH:39]=[CH:40][C:41]([C:44]([CH3:45])([CH3:46])[CH3:47])=[CH:42][CH:43]=1)([CH2:36][C:7]1[CH:12]=[CH:11][C:10]([O:20][CH2:19][CH2:18][C:3]2[N:4]=[C:5]([C:7]3[CH:12]=[CH:11][CH:10]=[C:9]([C:13]4[S:14][CH:15]=[CH:16][CH:17]=4)[CH:8]=3)[O:6][C:2]=2[CH3:1])=[CH:9][CH:8]=1)[C:34]([OH:33])=[O:49]. The catalyst class is: 8. (2) Reactant: [Br:1][C:2]1[N:3]=[C:4]2[C:10]([C:11]([OH:13])=O)=[CH:9][N:8]([CH2:14][O:15][CH2:16][CH2:17][Si:18]([CH3:21])([CH3:20])[CH3:19])[C:5]2=[N:6][CH:7]=1.Cl.[NH2:23][C@@H:24]([CH3:30])[C:25]([CH3:29])([CH3:28])[C:26]#[N:27].C(Cl)CCl.C1C=CC2N(O)N=NC=2C=1.CCN(C(C)C)C(C)C. Product: [C:26]([C:25]([CH3:29])([CH3:28])[C@@H:24]([NH:23][C:11]([C:10]1[C:4]2[C:5](=[N:6][CH:7]=[C:2]([Br:1])[N:3]=2)[N:8]([CH2:14][O:15][CH2:16][CH2:17][Si:18]([CH3:21])([CH3:20])[CH3:19])[CH:9]=1)=[O:13])[CH3:30])#[N:27]. The catalyst class is: 3. (3) Reactant: [CH2:1]([N:8]1[CH2:12][CH2:11][C:10](=[O:13])[CH2:9]1)[C:2]1[CH:7]=[CH:6][CH:5]=[CH:4][CH:3]=1.[CH3:14][Mg]Cl.CCOCC.[NH4+].[Cl-]. Product: [CH2:1]([N:8]1[CH2:12][CH2:11][C:10]([CH3:14])([OH:13])[CH2:9]1)[C:2]1[CH:3]=[CH:4][CH:5]=[CH:6][CH:7]=1. The catalyst class is: 20. (4) Reactant: Cl[CH2:2][C:3]1[C:4]([CH2:19][CH2:20][O:21][CH3:22])=[N:5][C:6]([C:9]2[CH:10]=[N:11][C:12]([C:15]([F:18])([F:17])[F:16])=[CH:13][CH:14]=2)=[N:7][CH:8]=1.[CH2:23]([O:25][C:26](=[O:39])[C:27]([O:30][C:31]1[CH:36]=[CH:35][C:34]([OH:37])=[CH:33][C:32]=1[CH3:38])([CH3:29])[CH3:28])[CH3:24].C(=O)([O-])[O-].[Cs+].[Cs+]. Product: [CH2:23]([O:25][C:26](=[O:39])[C:27]([O:30][C:31]1[CH:36]=[CH:35][C:34]([O:37][CH2:2][C:3]2[C:4]([CH2:19][CH2:20][O:21][CH3:22])=[N:5][C:6]([C:9]3[CH:10]=[N:11][C:12]([C:15]([F:18])([F:17])[F:16])=[CH:13][CH:14]=3)=[N:7][CH:8]=2)=[CH:33][C:32]=1[CH3:38])([CH3:28])[CH3:29])[CH3:24]. The catalyst class is: 10. (5) Reactant: [F:1][CH:2]([F:32])[O:3][C:4]1[CH:5]=[C:6](SC)[C:7](C2CC(C)(S(C3C=CC=C(C(F)(F)F)C=3)(=O)=O)CCO2)=[N:8][CH:9]=1.ClC1C([CH:42]2[CH2:47][C:46]([CH3:61])([S:48]([C:51]3[CH:56]=[CH:55][CH:54]=[C:53]([C:57]([F:60])([F:59])[F:58])[CH:52]=3)(=[O:50])=[O:49])[CH2:45][CH2:44][O:43]2)=NC=C(SC)C=1.O[O:63][S:64]([O-:66])=O.[K+].[CH3:68]O. Product: [F:32][CH:2]([F:1])[O:3][C:4]1[CH:5]=[C:6]([S:64]([CH3:68])(=[O:66])=[O:63])[C:7]([CH:42]2[CH2:47][C:46]([CH3:61])([S:48]([C:51]3[CH:56]=[CH:55][CH:54]=[C:53]([C:57]([F:60])([F:59])[F:58])[CH:52]=3)(=[O:49])=[O:50])[CH2:45][CH2:44][O:43]2)=[N:8][CH:9]=1. The catalyst class is: 6. (6) Reactant: [BH4-].[Li+].C[O:4][C:5]([C@@H:7]1[CH2:11][C@H:10]([N:12]=[N+:13]=[N-:14])[CH2:9][N:8]1[C:15]([O:17][C:18]([CH3:21])([CH3:20])[CH3:19])=[O:16])=O. Product: [C:18]([O:17][C:15]([N:8]1[CH2:9][C@@H:10]([N:12]=[N+:13]=[N-:14])[CH2:11][C@H:7]1[CH2:5][OH:4])=[O:16])([CH3:21])([CH3:20])[CH3:19]. The catalyst class is: 27. (7) Reactant: [CH2:1]([NH:8][C:9]1[C:17]2[C:12](=[CH:13][CH:14]=[C:15]([N+:18]([O-])=O)[CH:16]=2)[NH:11][N:10]=1)[C:2]1[CH:7]=[CH:6][CH:5]=[CH:4][CH:3]=1.C(O)C.N. Product: [NH2:18][C:15]1[CH:16]=[C:17]2[C:12](=[CH:13][CH:14]=1)[NH:11][N:10]=[C:9]2[NH:8][CH2:1][C:2]1[CH:3]=[CH:4][CH:5]=[CH:6][CH:7]=1. The catalyst class is: 6. (8) Reactant: Cl.[C:2]1([CH:8]2[CH2:10][CH:9]2N)[CH:7]=[CH:6][CH:5]=[CH:4][CH:3]=1.C([N:15](C(C)C)CC)(C)C.[CH3:21][C:22]1[CH:30]=[CH:29][C:25]([C:26](O)=[O:27])=[CH:24][C:23]=1[C:31]1[CH:36]=[CH:35][N:34]=[N:33][CH:32]=1.CN(C(ON1N=NC2C=CC=NC1=2)=[N+](C)C)C.F[P-](F)(F)(F)(F)F. The catalyst class is: 3. Product: [CH3:21][C:22]1[CH:30]=[CH:29][C:25]([C:26]([NH:15][C:8]2([C:2]3[CH:7]=[CH:6][CH:5]=[CH:4][CH:3]=3)[CH2:10][CH2:9]2)=[O:27])=[CH:24][C:23]=1[C:31]1[CH:36]=[CH:35][N:34]=[N:33][CH:32]=1. (9) Product: [OH:17][CH2:16][C:15]([CH3:19])([CH3:18])[CH2:14][N:11]1[CH:12]=[CH:13][C:8]([C:36]2[CH:35]=[CH:34][C:33]([C@@H:31]([N:27]3[CH2:26][CH2:25][C@:24]([CH2:23][C:22]([OH:21])([CH3:54])[CH3:55])([C:48]4[CH:53]=[CH:52][CH:51]=[CH:50][CH:49]=4)[O:29][C:28]3=[O:30])[CH3:32])=[CH:38][CH:37]=2)=[CH:9][C:10]1=[O:20]. The catalyst class is: 9. Reactant: C([O-])([O-])=O.[Na+].[Na+].Br[C:8]1[CH:13]=[CH:12][N:11]([CH2:14][C:15]([CH3:19])([CH3:18])[CH2:16][OH:17])[C:10](=[O:20])[CH:9]=1.[OH:21][C:22]([CH3:55])([CH3:54])[CH2:23][C@@:24]1([C:48]2[CH:53]=[CH:52][CH:51]=[CH:50][CH:49]=2)[O:29][C:28](=[O:30])[N:27]([C@H:31]([C:33]2[CH:38]=[CH:37][C:36](B3OC(C)(C)C(C)(C)O3)=[CH:35][CH:34]=2)[CH3:32])[CH2:26][CH2:25]1.